From a dataset of Catalyst prediction with 721,799 reactions and 888 catalyst types from USPTO. Predict which catalyst facilitates the given reaction. (1) Reactant: C1(C)C=CC(S([O-])(=O)=O)=CC=1.[NH+]1C=CC=CC=1.[Br:18][C:19]1[CH:20]=[C:21]2[C:31](=[CH:32][C:33]=1[F:34])[O:30][C:24]1[CH:25]=[N:26][C:27]([Cl:29])=[CH:28][C:23]=1[C:22]2([CH3:36])O.C(=O)(O)[O-].[Na+]. Product: [Br:18][C:19]1[CH:20]=[C:21]2[C:31](=[CH:32][C:33]=1[F:34])[O:30][C:24]1[CH:25]=[N:26][C:27]([Cl:29])=[CH:28][C:23]=1[C:22]2=[CH2:36]. The catalyst class is: 26. (2) Reactant: [NH:1]1[C:9]2[C:4](=[CH:5][CH:6]=[CH:7][CH:8]=2)[C:3]([CH2:10][CH2:11][C:12]([OH:14])=O)=[CH:2]1.C(N1C=CN=C1)(N1C=CN=C1)=O.[CH2:27]1[C:40]2[C:31](=[N:32][C:33]3[C:38]([C:39]=2[NH:41][CH2:42][CH2:43][CH2:44][N:45]([CH3:50])[CH2:46][CH2:47][CH2:48][NH2:49])=[CH:37][CH:36]=[CH:35][CH:34]=3)[CH2:30][CH2:29][CH2:28]1. Product: [CH2:37]1[C:38]2[C:33](=[N:32][C:31]3[C:40]([C:39]=2[NH:41][CH2:42][CH2:43][CH2:44][N:45]([CH3:50])[CH2:46][CH2:47][CH2:48][NH:49][C:12](=[O:14])[CH2:11][CH2:10][C:3]2[C:4]4[C:9](=[CH:8][CH:7]=[CH:6][CH:5]=4)[NH:1][CH:2]=2)=[CH:27][CH:28]=[CH:29][CH:30]=3)[CH2:34][CH2:35][CH2:36]1. The catalyst class is: 1. (3) Reactant: [CH:1]([CH:3]=[CH2:4])=[O:2].[O:5]=O. Product: [C:1]([OH:5])(=[O:2])[CH:3]=[CH2:4].[CH:1]([CH:3]=[CH2:4])=[O:2]. The catalyst class is: 6. (4) Reactant: [F:1][C:2]([F:24])([F:23])[C:3]1[CH:4]=[C:5]([C:13]2[N:17]=[CH:16][N:15](/[CH:18]=[CH:19]\[C:20]([OH:22])=O)[N:14]=2)[CH:6]=[C:7]([C:9]([F:12])([F:11])[F:10])[CH:8]=1.[NH:25]1[CH2:30][CH2:29][CH:28]([OH:31])[CH2:27][CH2:26]1.C(P1(=O)OP(CCC)(=O)OP(CCC)(=O)O1)CC.CCN(C(C)C)C(C)C. Product: [F:12][C:9]([F:10])([F:11])[C:7]1[CH:6]=[C:5]([C:13]2[N:17]=[CH:16][N:15](/[CH:18]=[CH:19]\[C:20]([N:25]3[CH2:30][CH2:29][CH:28]([OH:31])[CH2:27][CH2:26]3)=[O:22])[N:14]=2)[CH:4]=[C:3]([C:2]([F:24])([F:23])[F:1])[CH:8]=1. The catalyst class is: 34. (5) Reactant: [Br:1][C:2]1[N:6]([CH2:7][C:8]([OH:10])=O)[N:5]=[C:4]([C:11]([F:14])([F:13])[F:12])[CH:3]=1.C(Cl)(=O)C(Cl)=O.ClC1N(CC([N:30]2[CH2:35][CH2:34][CH:33]([C:36]3[S:37][CH:38]=[C:39]([C:41]4[CH2:45][CH:44]([C:46]5[CH:51]=[CH:50][CH:49]=[CH:48][CH:47]=5)[O:43][N:42]=4)[N:40]=3)[CH2:32][CH2:31]2)=O)N=C(C(F)(F)F)C=1.C(N(CC)CC)C. Product: [Br:1][C:2]1[N:6]([CH2:7][C:8]([N:30]2[CH2:35][CH2:34][CH:33]([C:36]3[S:37][CH:38]=[C:39]([C:41]4[CH2:45][CH:44]([C:46]5[CH:51]=[CH:50][CH:49]=[CH:48][CH:47]=5)[O:43][N:42]=4)[N:40]=3)[CH2:32][CH2:31]2)=[O:10])[N:5]=[C:4]([C:11]([F:14])([F:13])[F:12])[CH:3]=1. The catalyst class is: 120. (6) Reactant: [OH-].[K+].[C:3]([O:7][C:8]([N:10]1[CH2:15][CH2:14][O:13][CH:12]([C:16]([O:18]C)=[O:17])[CH2:11]1)=[O:9])([CH3:6])([CH3:5])[CH3:4].O.C(O)(=O)CC(CC(O)=O)(C(O)=O)O. Product: [C:3]([O:7][C:8]([N:10]1[CH2:15][CH2:14][O:13][CH:12]([C:16]([OH:18])=[O:17])[CH2:11]1)=[O:9])([CH3:6])([CH3:4])[CH3:5]. The catalyst class is: 5.